From a dataset of Tox21: 12 toxicity assays (nuclear receptors and stress response pathways). Binary classification across 12 toxicity assays. (1) The molecule is CC1(C)[C@@H](O[C@H]2O[C@H](C(=O)O)[C@@H](O)[C@H](O)[C@H]2O[C@@H]2O[C@H](C(=O)O)[C@@H](O)[C@H](O)[C@H]2O)CC[C@@]2(C)[C@H]1CC[C@]1(C)[C@@H]2C(=O)C=C2[C@@H]3C[C@@](C)(C(=O)O)CC[C@]3(C)CC[C@]21C. It tested positive (active) for: NR-AR (Androgen Receptor agonist activity). (2) The compound is Cc1cc(C(C)(C)C)c(O)c(C(C)(C)C)c1. It tested positive (active) for: SR-MMP (Mitochondrial Membrane Potential disruption).